The task is: Predict the product of the given reaction.. This data is from Forward reaction prediction with 1.9M reactions from USPTO patents (1976-2016). (1) Given the reactants [H-].[Na+].[CH:3]1([C:6]2[CH:11]=[C:10]([CH3:12])[C:9]([OH:13])=[C:8]([CH3:14])[CH:7]=2)[CH2:5][CH2:4]1.[Cl:15][C:16]1[N:17]=[C:18](Cl)[C:19]2[NH:24][CH:23]=[CH:22][C:20]=2[N:21]=1, predict the reaction product. The product is: [Cl:15][C:16]1[N:17]=[C:18]([O:13][C:9]2[C:8]([CH3:14])=[CH:7][C:6]([CH:3]3[CH2:5][CH2:4]3)=[CH:11][C:10]=2[CH3:12])[C:19]2[NH:24][CH:23]=[CH:22][C:20]=2[N:21]=1. (2) Given the reactants C([N:8](CC1C=CC=CC=1)[C@@H:9]1[CH2:14][CH2:13][CH2:12][C@:11]([CH3:16])([OH:15])[CH2:10]1)C1C=CC=CC=1.[H][H], predict the reaction product. The product is: [NH2:8][C@@H:9]1[CH2:14][CH2:13][CH2:12][C@@:11]([CH3:16])([OH:15])[CH2:10]1. (3) Given the reactants Br[CH2:2][C:3](=O)[CH2:4][C:5]1[C:10]([F:11])=[CH:9][CH:8]=[CH:7][C:6]=1[Cl:12].[CH2:14]([C:21]1[CH:26]=[CH:25][CH:24]=[CH:23][N:22]=1)[C:15]1[CH:20]=[CH:19][CH:18]=[CH:17][CH:16]=1, predict the reaction product. The product is: [Cl:12][C:6]1[CH:7]=[CH:8][CH:9]=[C:10]([F:11])[C:5]=1[CH2:4][C:3]1[C:14]([C:15]2[CH:20]=[CH:19][CH:18]=[CH:17][CH:16]=2)=[C:21]2[N:22]([CH:2]=1)[CH:23]=[CH:24][CH:25]=[CH:26]2. (4) Given the reactants Br[C:2]1[CH:3]=[N:4][C:5]([C:8]([N:10]2[CH2:15][CH2:14][N:13]([C:16]3[C:21]([CH3:22])=[CH:20][C:19]([CH3:23])=[CH:18][N:17]=3)[CH2:12][CH2:11]2)=[O:9])=[N:6][CH:7]=1.[C:24]([N:27]1[CH2:31][CH2:30][NH:29][C:28]1=[O:32])(=[O:26])[CH3:25], predict the reaction product. The product is: [C:24]([N:27]1[CH2:31][CH2:30][N:29]([C:2]2[CH:3]=[N:4][C:5]([C:8]([N:10]3[CH2:15][CH2:14][N:13]([C:16]4[C:21]([CH3:22])=[CH:20][C:19]([CH3:23])=[CH:18][N:17]=4)[CH2:12][CH2:11]3)=[O:9])=[N:6][CH:7]=2)[C:28]1=[O:32])(=[O:26])[CH3:25]. (5) Given the reactants [NH2:1][CH2:2][C@H:3]1[N:8]([C:9]([C:11]2[N:12]=[C:13]([CH3:23])[S:14][C:15]=2[C:16]2[CH:17]=[C:18]([CH3:22])[CH:19]=[CH:20][CH:21]=2)=[O:10])[CH2:7][C@@H:6]2[C@H:4]1[CH2:5]2.[CH3:24][O:25][C:26]1[CH:34]=[C:33]([O:35][CH3:36])[CH:32]=[CH:31][C:27]=1[C:28](O)=[O:29], predict the reaction product. The product is: [CH3:24][O:25][C:26]1[CH:34]=[C:33]([O:35][CH3:36])[CH:32]=[CH:31][C:27]=1[C:28]([NH:1][CH2:2][C@H:3]1[N:8]([C:9]([C:11]2[N:12]=[C:13]([CH3:23])[S:14][C:15]=2[C:16]2[CH:17]=[C:18]([CH3:22])[CH:19]=[CH:20][CH:21]=2)=[O:10])[CH2:7][C@@H:6]2[C@H:4]1[CH2:5]2)=[O:29].